Predict the reactants needed to synthesize the given product. From a dataset of Full USPTO retrosynthesis dataset with 1.9M reactions from patents (1976-2016). (1) Given the product [ClH:1].[NH2:46][CH2:45][C@H:42]1[CH2:41][CH2:40][C@H:39]([C:37]([NH:36][C@@H:20]([CH2:19][C:16]2[CH:15]=[CH:14][C:13]([C:10]3[CH:11]=[CH:12][C:7]([S:4](=[O:6])(=[O:5])[N:3]([CH3:2])[CH3:55])=[CH:8][C:9]=3[CH3:54])=[CH:18][CH:17]=2)[C:21]([NH:23][C:24]2[CH:29]=[CH:28][C:27]([C:30]3[N:34]=[N:33][NH:32][N:31]=3)=[C:26]([F:35])[CH:25]=2)=[O:22])=[O:38])[CH2:44][CH2:43]1, predict the reactants needed to synthesize it. The reactants are: [ClH:1].[CH3:2][N:3]([CH3:55])[S:4]([C:7]1[CH:12]=[CH:11][C:10]([C:13]2[CH:18]=[CH:17][C:16]([CH2:19][C@H:20]([NH:36][C:37]([C@H:39]3[CH2:44][CH2:43][C@H:42]([CH2:45][NH:46]C(=O)OC(C)(C)C)[CH2:41][CH2:40]3)=[O:38])[C:21]([NH:23][C:24]3[CH:29]=[CH:28][C:27]([C:30]4[N:31]=[N:32][NH:33][N:34]=4)=[C:26]([F:35])[CH:25]=3)=[O:22])=[CH:15][CH:14]=2)=[C:9]([CH3:54])[CH:8]=1)(=[O:6])=[O:5].C(#N)C. (2) The reactants are: [CH2:1]([N:8]1[C:16]2[C:11](=[CH:12][CH:13]=[C:14](Br)[CH:15]=2)[C:10]([CH3:18])=[C:9]1[C:19]1[CH:24]=[CH:23][CH:22]=[CH:21][CH:20]=1)[C:2]1[CH:7]=[CH:6][CH:5]=[CH:4][CH:3]=1.C([O-])([O-])=O.[K+].[K+].[CH3:31][O:32][C:33]1[CH:38]=[CH:37][C:36](B(O)O)=[CH:35][CH:34]=1.ClCCl. Given the product [CH2:1]([N:8]1[C:16]2[C:11](=[CH:12][CH:13]=[C:14]([C:36]3[CH:37]=[CH:38][C:33]([O:32][CH3:31])=[CH:34][CH:35]=3)[CH:15]=2)[C:10]([CH3:18])=[C:9]1[C:19]1[CH:24]=[CH:23][CH:22]=[CH:21][CH:20]=1)[C:2]1[CH:7]=[CH:6][CH:5]=[CH:4][CH:3]=1, predict the reactants needed to synthesize it. (3) Given the product [CH3:22][C:7]1[CH:8]=[C:9]([O:12][CH2:13][CH2:14][C@H:15]([O:17][C:32]2[CH:33]=[CH:34][C:35]3[C:40](=[CH:39][CH:38]=[CH:37][CH:36]=3)[C:31]=2[O:24][C:25]2[CH:26]=[CH:27][CH:28]=[CH:29][CH:30]=2)[CH3:16])[CH:10]=[CH:11][C:6]=1[CH2:5][CH2:4][C:3]([OH:2])=[O:23], predict the reactants needed to synthesize it. The reactants are: C[O:2][C:3](=[O:23])[CH2:4][CH2:5][C:6]1[CH:11]=[CH:10][C:9]([O:12][CH2:13][CH2:14][C@@H:15]([O:17]S(C)(=O)=O)[CH3:16])=[CH:8][C:7]=1[CH3:22].[O:24]([C:31]1[C:40]2[C:35](=[CH:36][CH:37]=[CH:38][CH:39]=2)[CH:34]=[CH:33][C:32]=1O)[C:25]1[CH:30]=[CH:29][CH:28]=[CH:27][CH:26]=1.